This data is from Peptide-MHC class II binding affinity with 134,281 pairs from IEDB. The task is: Regression. Given a peptide amino acid sequence and an MHC pseudo amino acid sequence, predict their binding affinity value. This is MHC class II binding data. (1) The peptide sequence is IGLVTQTINDFYFVI. The MHC is HLA-DQA10102-DQB10502 with pseudo-sequence HLA-DQA10102-DQB10502. The binding affinity (normalized) is 0.233. (2) The peptide sequence is KEEHSSTWHYDDENPYK. The MHC is DRB1_1302 with pseudo-sequence DRB1_1302. The binding affinity (normalized) is 0.296. (3) The peptide sequence is NASHCNEMSWIQSIP. The MHC is HLA-DPA10103-DPB10201 with pseudo-sequence HLA-DPA10103-DPB10201. The binding affinity (normalized) is 0.542.